Dataset: Full USPTO retrosynthesis dataset with 1.9M reactions from patents (1976-2016). Task: Predict the reactants needed to synthesize the given product. (1) Given the product [O:1]1[CH:5]=[CH:4][CH:3]=[C:2]1[C:6]1[O:7][C:8]([CH3:42])=[C:9]([CH2:11][O:12][C:13]2[CH:39]=[CH:38][C:16]([CH2:17][O:18][C:19]3[C:23](/[CH:24]=[CH:25]/[C:26](=[O:27])[CH2:43][CH3:44])=[CH:22][N:21]([C:32]4[CH:37]=[CH:36][CH:35]=[CH:34][CH:33]=4)[N:20]=3)=[CH:15][C:14]=2[O:40][CH3:41])[N:10]=1, predict the reactants needed to synthesize it. The reactants are: [O:1]1[CH:5]=[CH:4][CH:3]=[C:2]1[C:6]1[O:7][C:8]([CH3:42])=[C:9]([CH2:11][O:12][C:13]2[CH:39]=[CH:38][C:16]([CH2:17][O:18][C:19]3[C:23](/[CH:24]=[CH:25]/[C:26](N(OC)C)=[O:27])=[CH:22][N:21]([C:32]4[CH:37]=[CH:36][CH:35]=[CH:34][CH:33]=4)[N:20]=3)=[CH:15][C:14]=2[O:40][CH3:41])[N:10]=1.[CH2:43]([Mg]Br)[CH3:44].Cl. (2) The reactants are: [CH2:1]([O:8][CH:9]([CH2:21][C:22]1[CH:27]=[CH:26][CH:25]=[CH:24][CH:23]=1)[CH2:10][NH:11][C:12]1[C:13]([NH2:20])=[CH:14][C:15]([CH3:19])=[C:16]([CH3:18])[CH:17]=1)[C:2]1[CH:7]=[CH:6][CH:5]=[CH:4][CH:3]=1.[NH:28]1[C:36](=[O:37])[C:34](=O)[C:32](=O)[NH:31][C:29]1=[O:30].B(O)(O)O. Given the product [CH2:1]([O:8][CH:9]([CH2:21][C:22]1[CH:23]=[CH:24][CH:25]=[CH:26][CH:27]=1)[CH2:10][N:11]1[C:32]2[C:34]([C:36](=[O:37])[NH:28][C:29](=[O:30])[N:31]=2)=[N:20][C:13]2[CH:14]=[C:15]([CH3:19])[C:16]([CH3:18])=[CH:17][C:12]1=2)[C:2]1[CH:7]=[CH:6][CH:5]=[CH:4][CH:3]=1, predict the reactants needed to synthesize it. (3) Given the product [CH3:1][O:2][C:3](=[O:21])[CH2:4][CH:5]1[C:9](=[O:10])[N:8]([CH2:11][C:12]2[CH:17]=[CH:16][C:15]([O:18][CH3:19])=[CH:14][CH:13]=2)[C:7](=[O:20])[N:6]1[CH3:24], predict the reactants needed to synthesize it. The reactants are: [CH3:1][O:2][C:3](=[O:21])[CH2:4][CH:5]1[C:9](=[O:10])[N:8]([CH2:11][C:12]2[CH:17]=[CH:16][C:15]([O:18][CH3:19])=[CH:14][CH:13]=2)[C:7](=[O:20])[NH:6]1.[H-].[Na+].[CH3:24]I. (4) Given the product [Cl:1][C:2]1[CH:3]=[CH:4][C:5]2[N:11]([CH2:12][C:13]([CH3:16])([CH3:17])[CH2:14][OH:15])[C:10](=[O:18])[C@@H:9]([CH2:19][C:20]([C:22]3[S:23][CH:24]=[C:25]([CH2:27][C:28]([O:30][CH2:31][CH3:32])=[O:29])[N:26]=3)=[O:21])[O:8][C@H:7]([C:33]3[CH:38]=[CH:37][CH:36]=[C:35]([O:39][CH3:40])[C:34]=3[O:41][CH3:42])[C:6]=2[CH:43]=1, predict the reactants needed to synthesize it. The reactants are: [Cl:1][C:2]1[CH:3]=[CH:4][C:5]2[N:11]([CH2:12][C:13]([CH3:17])([CH3:16])[CH2:14][OH:15])[C:10](=[O:18])[C@@H:9]([CH2:19][CH:20]([C:22]3[S:23][CH:24]=[C:25]([CH2:27][C:28]([O:30][CH2:31][CH3:32])=[O:29])[N:26]=3)[OH:21])[O:8][C@H:7]([C:33]3[CH:38]=[CH:37][CH:36]=[C:35]([O:39][CH3:40])[C:34]=3[O:41][CH3:42])[C:6]=2[CH:43]=1.